This data is from Catalyst prediction with 721,799 reactions and 888 catalyst types from USPTO. The task is: Predict which catalyst facilitates the given reaction. (1) Reactant: Cl[C:2]([O:4][CH2:5][Cl:6])=[O:3].[CH2:7]([NH:14][CH2:15][C:16]1[CH:21]=[CH:20][CH:19]=[CH:18][CH:17]=1)[C:8]1[CH:13]=[CH:12][CH:11]=[CH:10][CH:9]=1.C(N(C(C)C)CC)(C)C. Product: [CH2:15]([N:14]([CH2:7][C:8]1[CH:13]=[CH:12][CH:11]=[CH:10][CH:9]=1)[C:2](=[O:3])[O:4][CH2:5][Cl:6])[C:16]1[CH:21]=[CH:20][CH:19]=[CH:18][CH:17]=1. The catalyst class is: 793. (2) Reactant: C([O-])(=O)C.[K+].[Br:6][C:7]1[CH:16]=[CH:15][C:10]([C:11]([O:13][CH3:14])=[O:12])=[CH:9][C:8]=1[CH2:17]Br.O.[C:20]([O:23][CH2:24][CH3:25])(=[O:22])[CH3:21]. Product: [Br:6][C:7]1[CH:16]=[CH:15][C:10]([C:11]([O:13][CH3:14])=[O:12])=[CH:9][C:8]=1[CH3:17].[C:20]([O:23][CH2:24][C:25]1[CH:15]=[C:10]([CH:9]=[CH:8][C:7]=1[Br:6])[C:11]([O:13][CH3:14])=[O:12])(=[O:22])[CH3:21]. The catalyst class is: 15. (3) Product: [CH2:1]([O:8][CH2:9][CH2:10][CH2:11][CH2:12][C@H:13]([N:14]([CH2:15][CH2:16][CH:17]([CH3:19])[CH3:18])[S:20]([C:23]1[CH:28]=[CH:27][C:26]([CH2:29][OH:30])=[CH:25][CH:24]=1)(=[O:22])=[O:21])[CH2:33][OH:34])[C:2]1[CH:3]=[CH:4][CH:5]=[CH:6][CH:7]=1. Reactant: [CH2:1]([O:8][CH2:9][CH2:10][CH2:11][CH2:12][C@@H:13]([C:33](OC)=[O:34])[N:14]([S:20]([C:23]1[CH:28]=[CH:27][C:26]([C:29](OC)=[O:30])=[CH:25][CH:24]=1)(=[O:22])=[O:21])[CH2:15][CH2:16][CH:17]([CH3:19])[CH3:18])[C:2]1[CH:7]=[CH:6][CH:5]=[CH:4][CH:3]=1.[H-].[H-].[H-].[H-].[Li+].[Al+3].O.[OH-].[Na+]. The catalyst class is: 1. (4) Reactant: [CH:1]1([C:4]([NH:6][C:7]2[N:8]=[CH:9][C:10]3[C:15]([CH:16]=2)=[CH:14][CH:13]=[C:12]([C:17]2[CH:18]=[C:19]([NH:24][C:25]([C:27]4[CH:32]=[CH:31][C:30]([CH:33]5[CH2:37][CH2:36][N:35]([C:38](OC(C)(C)C)=O)[CH2:34]5)=[CH:29][CH:28]=4)=[O:26])[CH:20]=[CH:21][C:22]=2[CH3:23])[CH:11]=3)=[O:5])[CH2:3][CH2:2]1.C(Cl)Cl.Cl.C(=O)([O-])[O-].[K+].[K+].CN(C)C=O.CI. Product: [CH:1]1([C:4]([NH:6][C:7]2[N:8]=[CH:9][C:10]3[C:15]([CH:16]=2)=[CH:14][CH:13]=[C:12]([C:17]2[CH:18]=[C:19]([NH:24][C:25](=[O:26])[C:27]4[CH:28]=[CH:29][C:30]([CH:33]5[CH2:37][CH2:36][N:35]([CH3:38])[CH2:34]5)=[CH:31][CH:32]=4)[CH:20]=[CH:21][C:22]=2[CH3:23])[CH:11]=3)=[O:5])[CH2:3][CH2:2]1. The catalyst class is: 155. (5) Reactant: C[O:2][C:3](=[O:32])[CH2:4][O:5][C:6]1[CH:14]=[C:13]2[CH:15]=[CH:16][CH:17]=[CH:18][C:12]2=[C:11]2[C:7]=1[C:8]([C:27](=[O:31])[C:28]([NH2:30])=[O:29])=[C:9]([CH3:26])[N:10]2[CH2:19][CH:20]1[CH2:25][CH2:24][CH2:23][CH2:22][CH2:21]1.[OH-].[Li+].Cl. Product: [NH2:30][C:28](=[O:29])[C:27]([C:8]1[C:7]2[C:11](=[C:12]3[CH:18]=[CH:17][CH:16]=[CH:15][C:13]3=[CH:14][C:6]=2[O:5][CH2:4][C:3]([OH:32])=[O:2])[N:10]([CH2:19][CH:20]2[CH2:25][CH2:24][CH2:23][CH2:22][CH2:21]2)[C:9]=1[CH3:26])=[O:31]. The catalyst class is: 30. (6) Reactant: [CH2:1]([N:11]1[CH2:16][CH2:15][N:14]([CH2:17][C:18]([OH:20])=O)[CH2:13][CH2:12]1)[C:2]1[CH:10]=[CH:9][C:8]2[O:7][CH2:6][O:5][C:4]=2[CH:3]=1.O.ON1C2C=CC=CC=2N=N1.Cl.C(N=C=NCCCN(C)C)C.[N+:44]([C:47]1[CH:48]=[CH:49][C:50]([O:53][C:54]2[CH:59]=[CH:58][C:57]([NH2:60])=[CH:56][CH:55]=2)=[N:51][CH:52]=1)([O-:46])=[O:45]. Product: [N+:44]([C:47]1[CH:48]=[CH:49][C:50]([O:53][C:54]2[CH:59]=[CH:58][C:57]([NH:60][C:18](=[O:20])[CH2:17][N:14]3[CH2:13][CH2:12][N:11]([CH2:1][C:2]4[CH:10]=[CH:9][C:8]5[O:7][CH2:6][O:5][C:4]=5[CH:3]=4)[CH2:16][CH2:15]3)=[CH:56][CH:55]=2)=[N:51][CH:52]=1)([O-:46])=[O:45]. The catalyst class is: 3. (7) Reactant: [CH3:1][S:2]([C:5]1[CH:10]=[CH:9][C:8]([NH:11][C:12]2[C:17]([N+:18]([O-:20])=[O:19])=[C:16]([O:21][CH:22]3[CH2:27][CH2:26][NH:25][CH2:24][CH2:23]3)[N:15]=[CH:14][N:13]=2)=[CH:7][CH:6]=1)(=[O:4])=[O:3].C(N(CC)CC)C.Cl[C:36]([O:38][CH:39]1[CH:44]([CH:45]([CH3:47])[CH3:46])[CH2:43][CH2:42][CH:41]([CH3:48])[CH2:40]1)=[O:37]. Product: [CH:45]([CH:44]1[CH2:43][CH2:42][CH:41]([CH3:48])[CH2:40][CH:39]1[O:38][C:36]([N:25]1[CH2:26][CH2:27][CH:22]([O:21][C:16]2[C:17]([N+:18]([O-:20])=[O:19])=[C:12]([NH:11][C:8]3[CH:9]=[CH:10][C:5]([S:2]([CH3:1])(=[O:4])=[O:3])=[CH:6][CH:7]=3)[N:13]=[CH:14][N:15]=2)[CH2:23][CH2:24]1)=[O:37])([CH3:46])[CH3:47]. The catalyst class is: 3. (8) Reactant: Cl[C:2]1[C:11]2[C:6](=[CH:7][C:8]([CH3:12])=[CH:9][CH:10]=2)[N:5]=[C:4]([C:13]2[C:18]([F:19])=[CH:17][CH:16]=[CH:15][C:14]=2[OH:20])[N:3]=1.[NH:21]1[CH2:26][CH2:25][NH:24][CH2:23][CH2:22]1.C(N(CC)CC)C. Product: [F:19][C:18]1[C:13]([C:4]2[N:3]=[C:2]([N:21]3[CH2:26][CH2:25][NH:24][CH2:23][CH2:22]3)[C:11]3[C:6](=[CH:7][C:8]([CH3:12])=[CH:9][CH:10]=3)[N:5]=2)=[C:14]([OH:20])[CH:15]=[CH:16][CH:17]=1. The catalyst class is: 2.